Task: Predict the reactants needed to synthesize the given product.. Dataset: Full USPTO retrosynthesis dataset with 1.9M reactions from patents (1976-2016) Given the product [C:15]([O:19][C:20](=[O:34])[NH:21][CH:22]1[CH2:23][CH2:24][CH:25]([C:28]([C:2]2[S:1][C:5]3[CH:6]=[CH:7][CH:8]=[CH:9][C:4]=3[N:3]=2)=[O:33])[CH2:26][CH2:27]1)([CH3:18])([CH3:16])[CH3:17], predict the reactants needed to synthesize it. The reactants are: [S:1]1[C:5]2[CH:6]=[CH:7][CH:8]=[CH:9][C:4]=2[N:3]=[CH:2]1.[Li]CCCC.[C:15]([O:19][C:20](=[O:34])[NH:21][C@H:22]1[CH2:27][CH2:26][C@H:25]([C:28](=[O:33])N(OC)C)[CH2:24][CH2:23]1)([CH3:18])([CH3:17])[CH3:16].O.